Dataset: Full USPTO retrosynthesis dataset with 1.9M reactions from patents (1976-2016). Task: Predict the reactants needed to synthesize the given product. Given the product [C:31]([C:16]1[N:15]=[C:14]2[C:19]([N:20]([CH2:23][O:24][CH2:25][CH2:26][Si:27]([CH3:29])([CH3:28])[CH3:30])[C:21](=[O:22])[N:13]2[CH:10]2[CH2:9][CH2:8][O:7][CH2:12][CH2:11]2)=[CH:18][N:17]=1)#[CH:32], predict the reactants needed to synthesize it. The reactants are: C(=O)([O-])[O-].[K+].[K+].[O:7]1[CH2:12][CH2:11][CH:10]([N:13]2[C:21](=[O:22])[N:20]([CH2:23][O:24][CH2:25][CH2:26][Si:27]([CH3:30])([CH3:29])[CH3:28])[C:19]3[C:14]2=[N:15][C:16]([C:31]#[C:32][Si](C)(C)C)=[N:17][CH:18]=3)[CH2:9][CH2:8]1.